Dataset: NCI-60 drug combinations with 297,098 pairs across 59 cell lines. Task: Regression. Given two drug SMILES strings and cell line genomic features, predict the synergy score measuring deviation from expected non-interaction effect. (1) Drug 1: CC1=C2C(C(=O)C3(C(CC4C(C3C(C(C2(C)C)(CC1OC(=O)C(C(C5=CC=CC=C5)NC(=O)OC(C)(C)C)O)O)OC(=O)C6=CC=CC=C6)(CO4)OC(=O)C)O)C)O. Drug 2: B(C(CC(C)C)NC(=O)C(CC1=CC=CC=C1)NC(=O)C2=NC=CN=C2)(O)O. Cell line: M14. Synergy scores: CSS=31.8, Synergy_ZIP=-7.84, Synergy_Bliss=-11.8, Synergy_Loewe=-9.96, Synergy_HSA=-8.77. (2) Drug 1: C1C(C(OC1N2C=NC(=NC2=O)N)CO)O. Drug 2: N.N.Cl[Pt+2]Cl. Cell line: T-47D. Synergy scores: CSS=21.8, Synergy_ZIP=-2.34, Synergy_Bliss=2.26, Synergy_Loewe=3.04, Synergy_HSA=3.23. (3) Drug 1: C1=NC(=NC(=O)N1C2C(C(C(O2)CO)O)O)N. Drug 2: COCCOC1=C(C=C2C(=C1)C(=NC=N2)NC3=CC=CC(=C3)C#C)OCCOC.Cl. Cell line: A498. Synergy scores: CSS=30.5, Synergy_ZIP=-6.18, Synergy_Bliss=-3.58, Synergy_Loewe=-0.821, Synergy_HSA=2.68. (4) Drug 1: C1=C(C(=O)NC(=O)N1)F. Drug 2: C1=CC(=CC=C1C#N)C(C2=CC=C(C=C2)C#N)N3C=NC=N3. Cell line: BT-549. Synergy scores: CSS=30.4, Synergy_ZIP=-4.47, Synergy_Bliss=-4.96, Synergy_Loewe=-6.61, Synergy_HSA=-5.84.